Dataset: Reaction yield outcomes from USPTO patents with 853,638 reactions. Task: Predict the reaction yield, written as a fraction of the theoretical maximum amount of product (1.0 means a 100% yield; for example, 0.34 means a 34% yield). (1) The reactants are [NH:1]1[CH2:7][CH2:6][CH2:5][CH2:4][C@@H:3]([C:8]([OH:10])=[O:9])[CH2:2]1.C1COCC1.[CH:16]1[CH:21]=[CH:20][C:19]([CH2:22][O:23][C:24](Cl)=[O:25])=[CH:18][CH:17]=1.Cl. The catalyst is C([O-])(O)=O.[Na+]. The product is [CH2:22]([O:23][C:24]([N:1]1[CH2:7][CH2:6][CH2:5][CH2:4][C@@H:3]([C:8]([OH:10])=[O:9])[CH2:2]1)=[O:25])[C:19]1[CH:20]=[CH:21][CH:16]=[CH:17][CH:18]=1. The yield is 0.590. (2) The catalyst is O1CCOCC1. The yield is 0.870. The reactants are [Br:1][C:2]1[S:6][C:5]([S:7](Cl)(=[O:9])=[O:8])=[CH:4][CH:3]=1.[CH3:11][O:12][CH2:13][CH2:14][NH2:15]. The product is [Br:1][C:2]1[S:6][C:5]([S:7]([NH:15][CH2:14][CH2:13][O:12][CH3:11])(=[O:9])=[O:8])=[CH:4][CH:3]=1. (3) The reactants are [F:1][C:2]([F:12])([F:11])[C:3](=O)[CH2:4][C:5](OCC)=[O:6].[NH2:13][NH2:14].O.[ClH:16]. The catalyst is C(O)C. The product is [ClH:16].[OH:6][C:5]1[NH:14][N:13]=[C:3]([C:2]([F:12])([F:11])[F:1])[CH:4]=1. The yield is 0.681. (4) The reactants are [C:1]([O:5][CH3:6])(=[O:4])[CH2:2][SH:3].C[O-].[Na+].Br[CH:11]([CH2:16][CH3:17])[C:12]([O:14][CH3:15])=[O:13]. The catalyst is CO. The product is [CH3:6][O:5][C:1](=[O:4])[CH2:2][S:3][CH2:17][CH2:16][CH2:11][C:12]([O:14][CH3:15])=[O:13]. The yield is 0.550. (5) The reactants are [CH3:1][C@H:2]1[CH2:11][NH:10][C:9]2[C:4](=[CH:5][CH:6]=[CH:7][CH:8]=2)[NH:3]1.[C:12](O[C:12]([O:14][C:15]([CH3:18])([CH3:17])[CH3:16])=[O:13])([O:14][C:15]([CH3:18])([CH3:17])[CH3:16])=[O:13]. The catalyst is ClCCl. The product is [CH3:1][C@@H:2]1[NH:3][C:4]2[C:9](=[CH:8][CH:7]=[CH:6][CH:5]=2)[N:10]([C:12]([O:14][C:15]([CH3:18])([CH3:17])[CH3:16])=[O:13])[CH2:11]1. The yield is 0.530. (6) The reactants are C[Si]([CH:5](P(OCC)(OCC)=O)[C:6]([O-:8])=[O:7])(C)C.C([Li])CCC.[CH3:22][O:23][CH2:24][O:25][C:26]1[CH:31]=[C:30]([O:32][CH2:33][O:34][CH3:35])[CH:29]=[CH:28][C:27]=1[CH:36]1[CH2:41][CH2:40][C:39](=O)[CH2:38][CH2:37]1.[OH-].[Na+]. The catalyst is O1CCCC1. The product is [CH3:22][O:23][CH2:24][O:25][C:26]1[CH:31]=[C:30]([O:32][CH2:33][O:34][CH3:35])[CH:29]=[CH:28][C:27]=1[CH:36]1[CH2:41][CH2:40][C:39](=[CH:5][C:6]([OH:8])=[O:7])[CH2:38][CH2:37]1. The yield is 0.520.